From a dataset of Forward reaction prediction with 1.9M reactions from USPTO patents (1976-2016). Predict the product of the given reaction. (1) Given the reactants [N+:1]([C:4]1[CH:9]=[CH:8][C:7]([OH:10])=[CH:6][CH:5]=1)([O-:3])=[O:2].[CH2:11](N(CC)CC)C.[C:18]([O:21][CH2:22][CH3:23])(=[O:20])C.O, predict the reaction product. The product is: [C:18](=[O:20])([O:21][CH:22]([CH3:23])[CH3:11])[O:10][C:7]1[CH:8]=[CH:9][C:4]([N+:1]([O-:3])=[O:2])=[CH:5][CH:6]=1. (2) Given the reactants [C:1]1(=[O:7])[NH:5][C:4](=[O:6])[CH:3]=[CH:2]1.[CH2:8]([O:15][C:16](=[O:25])[CH:17]=[CH:18][C:19]1[N:20]([CH3:24])[CH:21]=[CH:22][CH:23]=1)[C:9]1[CH:14]=[CH:13][CH:12]=[CH:11][CH:10]=1, predict the reaction product. The product is: [CH2:8]([O:15][C:16]([CH:17]1[CH2:18][C:19]2[N:20]([CH3:24])[CH:21]=[CH:22][C:23]=2[CH:3]2[CH:2]1[C:1](=[O:7])[NH:5][C:4]2=[O:6])=[O:25])[C:9]1[CH:10]=[CH:11][CH:12]=[CH:13][CH:14]=1. (3) Given the reactants [Li]CCCC.C(NC(C)C)(C)C.[CH3:13][O:14][C:15]([C:17]1[S:18][CH:19]=[CH:20][C:21]=1[NH:22][C:23](=[O:28])[C:24]([F:27])([F:26])[F:25])=[O:16].[CH:29](N1CCCCC1)=[O:30].[Cl-].[NH4+], predict the reaction product. The product is: [CH3:13][O:14][C:15]([C:17]1[S:18][C:19]([CH:29]=[O:30])=[CH:20][C:21]=1[NH:22][C:23](=[O:28])[C:24]([F:25])([F:26])[F:27])=[O:16]. (4) Given the reactants CC[O-].[Na+].O=[C:6]1[CH2:13][CH2:12][CH2:11][CH2:10][CH2:9][CH2:8][CH:7]1[C:14]([O:16]CC)=O.[NH2:19][C:20]([NH2:22])=[S:21].Cl, predict the reaction product. The product is: [SH:21][C:20]1[N:19]=[C:14]([OH:16])[C:7]2[CH2:8][CH2:9][CH2:10][CH2:11][CH2:12][CH2:13][C:6]=2[N:22]=1. (5) Given the reactants [O:1]=[C:2]1[C:11]([C:12]([O:14][CH2:15][CH3:16])=[O:13])=[CH:10][C:9]2[C:4](=[N:5][CH:6]=[CH:7][CH:8]=2)[NH:3]1.[H-].[Na+].[Br-].[Li+].IC.[C:23](O)(=O)CC(CC(O)=O)(C(O)=O)O, predict the reaction product. The product is: [CH3:23][N:3]1[C:4]2[C:9](=[CH:8][CH:7]=[CH:6][N:5]=2)[CH:10]=[C:11]([C:12]([O:14][CH2:15][CH3:16])=[O:13])[C:2]1=[O:1]. (6) Given the reactants [S:1]1[C:5]2[CH:6]=[CH:7][CH:8]=[CH:9][C:4]=2[C:3]([N:10]2[CH2:15][CH2:14][N:13]([CH2:16][C:17]([C:19]3[CH:20]=[C:21]4[C:25](=[CH:26][CH:27]=3)[C:24]([CH3:29])([CH3:28])[C:23](=[O:30])[C:22]4([CH3:32])[CH3:31])=[O:18])[CH2:12][CH2:11]2)=[N:2]1.[BH4-].[Na+], predict the reaction product. The product is: [S:1]1[C:5]2[CH:6]=[CH:7][CH:8]=[CH:9][C:4]=2[C:3]([N:10]2[CH2:15][CH2:14][N:13]([CH2:16][CH:17]([C:19]3[CH:20]=[C:21]4[C:25](=[CH:26][CH:27]=3)[C:24]([CH3:28])([CH3:29])[C:23](=[O:30])[C:22]4([CH3:32])[CH3:31])[OH:18])[CH2:12][CH2:11]2)=[N:2]1.